From a dataset of Full USPTO retrosynthesis dataset with 1.9M reactions from patents (1976-2016). Predict the reactants needed to synthesize the given product. (1) Given the product [Cl:1][C:2]1[CH:3]=[C:4]([S:8]([N:11]2[CH:15]=[C:14]3[CH:16]([N:19]([CH3:20])[C:28](=[O:48])[O:29][CH2:30][C:31]4[O:32][C:33](=[O:37])[O:34][C:35]=4[CH3:36])[CH2:17][CH2:18][C:13]3=[C:12]2[C:21]2[CH:26]=[CH:25][CH:24]=[CH:23][C:22]=2[F:27])(=[O:10])=[O:9])[CH:5]=[CH:6][CH:7]=1, predict the reactants needed to synthesize it. The reactants are: [Cl:1][C:2]1[CH:3]=[C:4]([S:8]([N:11]2[CH:15]=[C:14]3[CH:16]([NH:19][CH3:20])[CH2:17][CH2:18][C:13]3=[C:12]2[C:21]2[CH:26]=[CH:25][CH:24]=[CH:23][C:22]=2[F:27])(=[O:10])=[O:9])[CH:5]=[CH:6][CH:7]=1.[C:28](=[O:48])(OC1C=CC([N+]([O-])=O)=CC=1)[O:29][CH2:30][C:31]1[O:32][C:33](=[O:37])[O:34][C:35]=1[CH3:36].O. (2) Given the product [NH:8]1[C:12]2[CH:13]=[CH:14][CH:15]=[CH:16][C:11]=2[N:10]=[C:9]1[CH:5]([NH:6][C:7]([NH:25][C@H:26]1[CH2:31][CH2:30][C@H:29]([OH:32])[CH2:28][CH2:27]1)=[O:17])[CH2:4][C:3]1[C:2]([F:1])=[CH:21][C:20]([O:22][CH3:23])=[CH:19][C:18]=1[F:24], predict the reactants needed to synthesize it. The reactants are: [F:1][C:2]1[CH:21]=[C:20]([O:22][CH3:23])[CH:19]=[C:18]([F:24])[C:3]=1[CH2:4][CH:5]1[C:9]2=[N:10][C:11]3[CH:16]=[CH:15][CH:14]=[CH:13][C:12]=3[N:8]2[C:7](=[O:17])[NH:6]1.[NH2:25][C@H:26]1[CH2:31][CH2:30][C@H:29]([OH:32])[CH2:28][CH2:27]1.C(O)(C(F)(F)F)=O.